From a dataset of Drug-target binding data from BindingDB using Ki measurements. Regression. Given a target protein amino acid sequence and a drug SMILES string, predict the binding affinity score between them. We predict pKi (pKi = -log10(Ki in M); higher means stronger inhibition). Dataset: bindingdb_ki. (1) The drug is CN[C@@H](C)C(=O)N[C@H]1Cc2ccccc2[C@H]2CC[C@@H](C(=O)N[C@@H]3CCCc4ccccc43)N2C1=O. The target protein sequence is SLETLRFSISNLSMQTHAARMRTFMYWPSSVPVQPEQLASAGFYYVGRNDDVKCFCCDGGLRCWESGDDPWVEHAKWFPRCEFLIRMKGQEFVDEIQGRYPHLLEQLLSTS. The pKi is 8.9. (2) The small molecule is Cc1ccc(C)c(OCCCC(C)(C)C(=O)O)c1. The target protein sequence is MSTEKKKEPCCSKLKMFLAAMCFVFFAKAFQGSYMKSSVTQIERRFDVPSSLIGFIDGSFEIGNLFVIAFVSYFGAKLHRPRLIAAGCLVMSAGSFITAMPHFFQGQYKYESTISHFSASVNGTENVLPCLTNASLAQDSEIPTVESQAECEKASSSSLWLFVFLGNMLRGIGETPVMPLGLSYLDDFSREENTAFYLALIQTVGIMGPMFGFMLGSFCAKLYVDIGTVDLDSITINYKDSRWVGAWWLGFLVTGGVMLLAGIPFWFLPKSLTRQGEPESEKKPGAPEGGEQERFIPDNNKHNPPASKPAPVTMSALAKDFLPSLKKLFSNTIYVLLVCTGLIQVSGFIGMITFKPKFMEQVYGQSASRAIFLIGIMNLPAVALGIVTGGFIMKRFKVNVLGAAKICIVASVLAFCSMLIQYFLQCDNSQVAGLTVTYQGAPEVSYQTETLISQCNIGCSCSLKHWDPICASNGVTYTSPCLAGCQTSTGIGKEMVFHNC.... The pKi is 5.1.